From a dataset of Retrosynthesis with 50K atom-mapped reactions and 10 reaction types from USPTO. Predict the reactants needed to synthesize the given product. (1) Given the product NCc1cccc([N+](=O)[O-])c1, predict the reactants needed to synthesize it. The reactants are: N.O=[N+]([O-])c1cccc(CBr)c1. (2) Given the product Nc1cc2c(c(C(=O)O)c1)OCCO2, predict the reactants needed to synthesize it. The reactants are: O=C(O)c1cc([N+](=O)[O-])cc2c1OCCO2. (3) Given the product c1ccc(CCCCCCNCCOCc2ccc(-c3nc4ccccc4o3)cc2)cc1, predict the reactants needed to synthesize it. The reactants are: ICCCCCCc1ccccc1.NCCOCc1ccc(-c2nc3ccccc3o2)cc1. (4) Given the product CON(C)C(=O)C(C[C@H]1CCC2(C1)O[C@H](c1ccccc1)[C@@H](c1ccccc1)O2)c1ccc(S(C)(=O)=O)c(Cl)c1, predict the reactants needed to synthesize it. The reactants are: CNOC.CS(=O)(=O)c1ccc(C(C[C@H]2CCC3(C2)O[C@H](c2ccccc2)[C@@H](c2ccccc2)O3)C(=O)O)cc1Cl. (5) Given the product C[C@H](C(=O)O)[C@@H](C)NC(=O)c1nc(C#N)c2cc(Oc3ccccc3)ccc2c1O, predict the reactants needed to synthesize it. The reactants are: C[C@H](C(=O)OC(C)(C)C)[C@@H](C)NC(=O)c1nc(C#N)c2cc(Oc3ccccc3)ccc2c1O. (6) Given the product Clc1ccccc1C=Cc1cn(C(c2ccccc2)(c2ccccc2)c2ccccc2)cn1, predict the reactants needed to synthesize it. The reactants are: CCOP(=O)(Cc1cn(C(c2ccccc2)(c2ccccc2)c2ccccc2)cn1)OCC.O=Cc1ccccc1Cl. (7) The reactants are: Nc1cc2[nH]c(-c3ccccc3)c3cn[nH]c(=O)c(c1)c23.O=C(O)c1cccc(C(F)(F)F)c1. Given the product O=C(Nc1cc2[nH]c(-c3ccccc3)c3cn[nH]c(=O)c(c1)c23)c1cccc(C(F)(F)F)c1, predict the reactants needed to synthesize it. (8) Given the product CC(C)(C)c1ccc(CN(CCc2ccccc2Cl)C(=O)c2cccc3cc[nH]c23)cc1, predict the reactants needed to synthesize it. The reactants are: CC(C)(C)c1ccc(CNCCc2ccccc2Cl)cc1.O=C(O)c1cccc2cc[nH]c12.